This data is from Reaction yield outcomes from USPTO patents with 853,638 reactions. The task is: Predict the reaction yield, written as a fraction of the theoretical maximum amount of product (1.0 means a 100% yield; for example, 0.34 means a 34% yield). The reactants are C([N:8]1[CH2:14][C:13]2[CH:15]=[C:16]([Br:19])[CH:17]=[CH:18][C:12]=2[O:11][CH2:10][CH2:9]1)C1C=CC=CC=1.ClC(OC(Cl)C)=O.[C:35](O[C:35]([O:37][C:38]([CH3:41])([CH3:40])[CH3:39])=[O:36])([O:37][C:38]([CH3:41])([CH3:40])[CH3:39])=[O:36].O. The catalyst is ClCCCl.CCOCC.[OH-].[Na+].O1CCOCC1. The product is [Br:19][C:16]1[CH:17]=[CH:18][C:12]2[O:11][CH2:10][CH2:9][N:8]([C:35]([O:37][C:38]([CH3:39])([CH3:40])[CH3:41])=[O:36])[CH2:14][C:13]=2[CH:15]=1. The yield is 0.848.